This data is from Full USPTO retrosynthesis dataset with 1.9M reactions from patents (1976-2016). The task is: Predict the reactants needed to synthesize the given product. (1) Given the product [Cl-:16].[Cl:1][N:3]([Cl:2])[C:4]([CH3:10])([CH3:9])[CH2:5][S+:6]([CH3:8])[CH3:7], predict the reactants needed to synthesize it. The reactants are: [ClH:1].[Cl-:2].[NH2:3][C:4]([CH3:10])([CH3:9])[CH2:5][S+:6]([CH3:8])[CH3:7].C(O[Cl:16])(C)(C)C. (2) Given the product [CH2:4]([O:3][C:1]([N:11]1[CH2:16][CH2:15][CH:14]([C:17]([Cl:22])=[O:19])[CH2:13][CH2:12]1)=[O:2])[C:5]1[CH:10]=[CH:9][CH:8]=[CH:7][CH:6]=1, predict the reactants needed to synthesize it. The reactants are: [C:1]([N:11]1[CH2:16][CH2:15][CH:14]([C:17]([OH:19])=O)[CH2:13][CH2:12]1)([O:3][CH2:4][C:5]1[CH:10]=[CH:9][CH:8]=[CH:7][CH:6]=1)=[O:2].S(Cl)([Cl:22])=O. (3) Given the product [Cl:31][C:32]1[N:37]=[C:36]([C:44]2[CH:43]=[CH:42][C:41]([Cl:40])=[C:46]([Cl:47])[CH:45]=2)[C:35]([Cl:39])=[CH:34][N:33]=1, predict the reactants needed to synthesize it. The reactants are: C1(P(C2C=CC=CC=2)CCCCP(C2C=CC=CC=2)C2C=CC=CC=2)C=CC=CC=1.[Cl:31][C:32]1[N:37]=[C:36](Cl)[C:35]([Cl:39])=[CH:34][N:33]=1.[Cl:40][C:41]1[CH:42]=[C:43](B(O)O)[CH:44]=[CH:45][C:46]=1[Cl:47].C([O-])([O-])=O.[Na+].[Na+]. (4) Given the product [CH3:17][N:2]1[CH2:3][CH2:4][CH:5]([C:8]2[S:12][C:11]([NH2:13])=[N:10][CH:9]=2)[CH2:6][CH2:7]1, predict the reactants needed to synthesize it. The reactants are: Cl.[NH:2]1[CH2:7][CH2:6][CH:5]([C:8]2[S:12][C:11]([NH2:13])=[N:10][CH:9]=2)[CH2:4][CH2:3]1.N1(CO)C2C=CC=C[C:17]=2N=N1.C([O-])(=O)C.[Na+].C(O[BH-](OC(=O)C)OC(=O)C)(=O)C.[Na+].C(=O)([O-])O.[Na+]. (5) The reactants are: [Br:1][C:2]1[CH:3]=[C:4]2[CH:10]=[N:9][NH:8][C:5]2=[N:6][CH:7]=1.[H-].[Na+].Cl[CH2:14][O:15][CH2:16][CH2:17][Si:18]([CH3:21])([CH3:20])[CH3:19]. Given the product [Br:1][C:2]1[CH:3]=[C:4]2[CH:10]=[N:9][N:8]([CH2:14][O:15][CH2:16][CH2:17][Si:18]([CH3:21])([CH3:20])[CH3:19])[C:5]2=[N:6][CH:7]=1.[Br:1][C:2]1[CH:7]=[N:6][C:5]2=[N:8][N:9]([CH2:14][O:15][CH2:16][CH2:17][Si:18]([CH3:21])([CH3:20])[CH3:19])[CH:10]=[C:4]2[CH:3]=1, predict the reactants needed to synthesize it.